From a dataset of Reaction yield outcomes from USPTO patents with 853,638 reactions. Predict the reaction yield, written as a fraction of the theoretical maximum amount of product (1.0 means a 100% yield; for example, 0.34 means a 34% yield). (1) The reactants are [S:1]([C:5]1[CH:6]=[C:7]([CH:33]=[CH:34][CH:35]=1)[CH2:8][NH:9][CH2:10][C:11]([O:13][C@@H:14]1[C@:30]2([CH3:31])[CH:17]([CH:18]3[CH:27]([CH2:28][CH2:29]2)[C:26]2[CH:25]=[CH:24][C:23]([OH:32])=[CH:22][C:21]=2[CH2:20][CH2:19]3)[CH2:16][CH2:15]1)=[O:12])(=[O:4])(=[O:3])[NH2:2].Cl.S(C1C=C(C=CC=1)CN)(=O)(=[O:39])N.CO. The catalyst is Cl. The product is [S:1]([C:5]1[CH:6]=[C:7]([CH:33]=[CH:34][CH:35]=1)[CH2:8][NH:9][CH2:10][C:11]([O:13][C@@H:14]1[C@:30]2([CH3:31])[CH:17]([CH:18]3[CH:27]([CH2:28][CH2:29]2)[C:26]2[CH:25]=[CH:24][C:23]([OH:32])=[CH:22][C:21]=2[CH2:20][CH2:19]3)[CH2:16][C@H:15]1[OH:39])=[O:12])(=[O:3])(=[O:4])[NH2:2]. The yield is 0.580. (2) The reactants are [Na].[CH3:2][C:3]1[CH:8]=[CH:7][C:6]([C:9]2[C:10]([CH:15]=O)=[CH:11][CH:12]=[CH:13][CH:14]=2)=[CH:5][CH:4]=1.[Br:17][C:18]1[N:19]=[CH:20][C:21]([NH2:24])=[N:22][CH:23]=1. The catalyst is ClCCCl.CC(O)=O. The product is [Br:17][C:18]1[N:19]=[CH:20][C:21]([NH:24][CH2:15][C:10]2[CH:11]=[CH:12][CH:13]=[CH:14][C:9]=2[C:6]2[CH:7]=[CH:8][C:3]([CH3:2])=[CH:4][CH:5]=2)=[N:22][CH:23]=1. The yield is 0.550. (3) The reactants are [CH:1]([C:4]1[CH:9]=[CH:8][C:7]([CH:10]2[C:14]3[CH:15]=[CH:16][C:17]([CH3:20])=[C:18]([CH3:19])[C:13]=3[O:12][C:11]2=[O:21])=[CH:6][CH:5]=1)([CH3:3])[CH3:2]. The catalyst is C(OCC)(=O)C.CCCCCC. The product is [OH:21][CH2:11][CH:10]([C:14]1[C:13]([OH:12])=[C:18]([CH3:19])[C:17]([CH3:20])=[CH:16][CH:15]=1)[C:7]1[CH:6]=[CH:5][C:4]([CH:1]([CH3:3])[CH3:2])=[CH:9][CH:8]=1. The yield is 0.360. (4) The reactants are I[Si](C)(C)C.[CH2:6]([O:8][C:9]([C@@H:11]1[C@H:16]([NH:17]C(OCC2C=CC=CC=2)=O)[CH2:15][CH2:14][N:13]([CH2:28][CH2:29][S:30][C:31]2[CH:40]=[N:39][C:38]3[C:33](=[CH:34][C:35]([O:41][CH3:42])=[CH:36][CH:37]=3)[N:32]=2)[CH2:12]1)=[O:10])[CH3:7]. The catalyst is ClCCl. The product is [CH2:6]([O:8][C:9]([C@@H:11]1[C@H:16]([NH2:17])[CH2:15][CH2:14][N:13]([CH2:28][CH2:29][S:30][C:31]2[CH:40]=[N:39][C:38]3[C:33](=[CH:34][C:35]([O:41][CH3:42])=[CH:36][CH:37]=3)[N:32]=2)[CH2:12]1)=[O:10])[CH3:7]. The yield is 0.550. (5) The reactants are [ClH:1].Cl.[CH2:3]([O:5][C:6](=[O:9])[CH2:7]N)[CH3:4].[N:10]([O-:12])=O.[Na+]. The catalyst is O. The product is [Cl:1][C:7](=[N:10][OH:12])[C:6]([O:5][CH2:3][CH3:4])=[O:9]. The yield is 0.499. (6) The reactants are [Cl:1][C:2]1[S:6][C:5]([NH:7][CH2:8][C:9]2[CH:14]=[CH:13][C:12]([O:15][CH3:16])=[CH:11][C:10]=2[O:17][CH3:18])=[N:4][CH:3]=1.C[Si](C)(C)N[Si](C)(C)C.[Li].[C:29]([C:31]1[CH:32]=[C:33]([S:38](Cl)(=[O:40])=[O:39])[CH:34]=[CH:35][C:36]=1[F:37])#[N:30].[Cl-].[NH4+]. The catalyst is O1CCCC1.O. The product is [Cl:1][C:2]1[S:6][C:5]([N:7]([CH2:8][C:9]2[CH:14]=[CH:13][C:12]([O:15][CH3:16])=[CH:11][C:10]=2[O:17][CH3:18])[S:38]([C:33]2[CH:34]=[CH:35][C:36]([F:37])=[C:31]([C:29]#[N:30])[CH:32]=2)(=[O:39])=[O:40])=[N:4][CH:3]=1. The yield is 0.570. (7) The reactants are [CH2:1]([OH:4])[CH2:2][OH:3].[Cl:5][C:6]1[CH:11]=[CH:10][C:9]([N:12]2[CH:16]=[C:15]([CH:17]=O)[N:14]=[CH:13]2)=[CH:8][CH:7]=1.C12(CS(O)(=O)=O)C(C)(C)C(CC1)CC2=O. The catalyst is C1(C)C=CC=CC=1. The product is [Cl:5][C:6]1[CH:7]=[CH:8][C:9]([N:12]2[CH:16]=[C:15]([CH:17]3[O:4][CH2:1][CH2:2][O:3]3)[N:14]=[CH:13]2)=[CH:10][CH:11]=1. The yield is 0.410.